Dataset: Full USPTO retrosynthesis dataset with 1.9M reactions from patents (1976-2016). Task: Predict the reactants needed to synthesize the given product. (1) Given the product [Br:1][C:2]1[CH:25]=[CH:24][C:5]2[C:6]3[N:7]=[C:8]([C:14]4[N:15]([CH2:19][CH2:20][OH:38])[N:16]=[CH:17][N:18]=4)[S:9][C:10]=3[CH2:11][CH2:12][O:13][C:4]=2[CH:3]=1, predict the reactants needed to synthesize it. The reactants are: [Br:1][C:2]1[CH:25]=[CH:24][C:5]2[C:6]3[N:7]=[C:8]([C:14]4[N:15]([CH2:19][C:20](F)(F)F)[N:16]=[CH:17][N:18]=4)[S:9][C:10]=3[CH2:11][CH2:12][O:13][C:4]=2[CH:3]=1.BrC1C=CC2C3N=C(C(N)=O)SC=3CC[O:38]C=2C=1.N(CCO)N. (2) Given the product [CH2:12]([O:16][CH2:15][C:14]1[CH:13]=[CH:17][CH:20]=[CH:19][CH:18]=1)[C:2]1[CH:7]=[CH:6][CH:5]=[CH:4][CH:3]=1, predict the reactants needed to synthesize it. The reactants are: O.[C:2]1([CH3:12])[CH:7]=[CH:6][C:5](S(O)(=O)=O)=[CH:4][CH:3]=1.[CH2:13]1[CH2:17][O:16][CH2:15][CH2:14]1.[CH2:18](Br)[C:19]1C=CC=C[CH:20]=1.C(=O)([O-])[O-].[Cs+].[Cs+]. (3) Given the product [F:15][C:11]1[CH:10]=[C:9]2[C:14](=[CH:13][CH:12]=1)[N:5]([CH2:4][CH2:3][CH2:2][N:24]1[CH2:25][CH2:26][CH:21]([O:20][CH2:17][CH2:18][CH3:19])[CH2:22][CH2:23]1)[C:6](=[O:16])[CH2:7][CH2:8]2, predict the reactants needed to synthesize it. The reactants are: Cl[CH2:2][CH2:3][CH2:4][N:5]1[C:14]2[C:9](=[CH:10][C:11]([F:15])=[CH:12][CH:13]=2)[CH2:8][CH2:7][C:6]1=[O:16].[CH2:17]([O:20][CH:21]1[CH2:26][CH2:25][NH:24][CH2:23][CH2:22]1)[CH2:18][CH3:19].C([O-])([O-])=O.[K+].[K+]. (4) Given the product [Cl:1][C:2]1[CH:11]=[CH:10][C:9]([NH2:12])=[C:8]2[C:3]=1[CH:4]=[CH:5][CH:6]=[N:7]2, predict the reactants needed to synthesize it. The reactants are: [Cl:1][C:2]1[CH:11]=[CH:10][C:9]([N+:12]([O-])=O)=[C:8]2[C:3]=1[CH:4]=[CH:5][CH:6]=[N:7]2.O.NN. (5) The reactants are: [F:1][CH:2]([F:23])[O:3][C:4]1[C:5]([OH:22])=[C:6]([C:12]2[CH:20]=[CH:19][CH:18]=[C:17]3[C:13]=2[CH2:14][CH2:15][C:16]3=[O:21])[CH:7]=[CH:8][C:9]=1[O:10][CH3:11].C(=O)([O-])[O-].[K+].[K+].Br[CH2:31][C:32]1[CH:37]=[CH:36][C:35]([S:38]([NH2:41])(=[O:40])=[O:39])=[CH:34][CH:33]=1. Given the product [F:1][CH:2]([F:23])[O:3][C:4]1[C:9]([O:10][CH3:11])=[CH:8][CH:7]=[C:6]([C:12]2[CH:20]=[CH:19][CH:18]=[C:17]3[C:13]=2[CH2:14][CH2:15][C:16]3=[O:21])[C:5]=1[O:22][CH2:31][C:32]1[CH:33]=[CH:34][C:35]([S:38]([NH2:41])(=[O:40])=[O:39])=[CH:36][CH:37]=1, predict the reactants needed to synthesize it.